Dataset: Peptide-MHC class I binding affinity with 185,985 pairs from IEDB/IMGT. Task: Regression. Given a peptide amino acid sequence and an MHC pseudo amino acid sequence, predict their binding affinity value. This is MHC class I binding data. (1) The peptide sequence is AAAWYLWEV. The MHC is HLA-A02:01 with pseudo-sequence HLA-A02:01. The binding affinity (normalized) is 0.871. (2) The peptide sequence is KTLSPAHLI. The MHC is HLA-A02:03 with pseudo-sequence HLA-A02:03. The binding affinity (normalized) is 0.347. (3) The peptide sequence is YVIKVSARV. The MHC is Patr-A0401 with pseudo-sequence Patr-A0401. The binding affinity (normalized) is 0. (4) The MHC is Mamu-B08 with pseudo-sequence Mamu-B08. The peptide sequence is KGWIILGLNK. The binding affinity (normalized) is 0.138. (5) The peptide sequence is CAGGYYDVY. The MHC is HLA-A68:01 with pseudo-sequence HLA-A68:01. The binding affinity (normalized) is 0.0698. (6) The peptide sequence is MVRLPYKDA. The MHC is HLA-A32:01 with pseudo-sequence HLA-A32:01. The binding affinity (normalized) is 0. (7) The peptide sequence is LMMSSPPPI. The MHC is HLA-A32:07 with pseudo-sequence HLA-A32:07. The binding affinity (normalized) is 0.637. (8) The peptide sequence is YSQGAFTPL. The MHC is HLA-A66:01 with pseudo-sequence HLA-A66:01. The binding affinity (normalized) is 0.475. (9) The peptide sequence is ISNNHIISK. The MHC is HLA-B27:03 with pseudo-sequence HLA-B27:03. The binding affinity (normalized) is 0.0847. (10) The peptide sequence is YTAVVPLVV. The MHC is HLA-B58:01 with pseudo-sequence HLA-B58:01. The binding affinity (normalized) is 0.375.